This data is from Catalyst prediction with 721,799 reactions and 888 catalyst types from USPTO. The task is: Predict which catalyst facilitates the given reaction. (1) Reactant: [Cl:1][C:2]1[N:6]([CH3:7])[N:5]=[CH:4][C:3]=1[C:8]([OH:10])=O.O1CCCC1.C(Cl)(=O)C(Cl)=O.[NH2:22][C:23]1[CH:24]=[C:25]([CH:42]=[CH:43][CH:44]=1)[O:26][C:27]1[CH:28]=[CH:29][C:30]2[N:31]([N:33]=[C:34]([NH:36][C:37]([CH:39]3[CH2:41][CH2:40]3)=[O:38])[N:35]=2)[CH:32]=1. Product: [Cl:1][C:2]1[N:6]([CH3:7])[N:5]=[CH:4][C:3]=1[C:8]([NH:22][C:23]1[CH:44]=[CH:43][CH:42]=[C:25]([O:26][C:27]2[CH:28]=[CH:29][C:30]3[N:31]([N:33]=[C:34]([NH:36][C:37]([CH:39]4[CH2:40][CH2:41]4)=[O:38])[N:35]=3)[CH:32]=2)[CH:24]=1)=[O:10]. The catalyst class is: 402. (2) Reactant: B(Br)(Br)Br.C[O:6][C:7]1[CH:8]=[C:9]2[C:14](=[CH:15][CH:16]=1)[CH:13]=[C:12]([CH2:17][CH2:18][NH:19][S:20]([CH3:23])(=[O:22])=[O:21])[CH:11]=[CH:10]2. Product: [OH:6][C:7]1[CH:8]=[C:9]2[C:14](=[CH:15][CH:16]=1)[CH:13]=[C:12]([CH2:17][CH2:18][NH:19][S:20]([CH3:23])(=[O:22])=[O:21])[CH:11]=[CH:10]2. The catalyst class is: 2. (3) Reactant: Cl.[F:2][C:3]([F:24])([F:23])[C:4]1[CH:22]=[CH:21][CH:20]=[CH:19][C:5]=1[CH:6]([O:14][CH:15]1[CH2:18][NH:17][CH2:16]1)[C:7]1[CH:12]=[CH:11][C:10]([F:13])=[CH:9][CH:8]=1.C(=O)([O-])[O-].[C:29]([N:33]=[C:34]=[O:35])([CH3:32])([CH3:31])[CH3:30]. Product: [F:24][C:3]([F:2])([F:23])[C:4]1[CH:22]=[CH:21][CH:20]=[CH:19][C:5]=1[CH:6]([O:14][CH:15]1[CH2:18][N:17]([C:34]([NH:33][C:29]([CH3:32])([CH3:31])[CH3:30])=[O:35])[CH2:16]1)[C:7]1[CH:12]=[CH:11][C:10]([F:13])=[CH:9][CH:8]=1. The catalyst class is: 2. (4) Reactant: [CH3:1][CH2:2][CH2:3][CH2:4][CH2:5][CH2:6][CH2:7][CH2:8]/[CH:9]=[CH:10]\[CH2:11][CH2:12][CH2:13][CH2:14][CH2:15][CH2:16][CH2:17][C:18]([O:20][CH2:21][CH:22]([CH2:43][O:44][C:45]([CH2:47][CH2:48][CH2:49][CH2:50][CH2:51][CH2:52][CH2:53]/[CH:54]=[CH:55]\[CH2:56][CH2:57][CH2:58][CH2:59][CH2:60][CH2:61][CH2:62][CH3:63])=[O:46])[O:23][C:24]([CH2:26][CH2:27][CH2:28][CH2:29][CH2:30][CH2:31][CH2:32]/[CH:33]=[CH:34]\[CH2:35][CH2:36][CH2:37][CH2:38][CH2:39][CH2:40][CH2:41][CH3:42])=[O:25])=[O:19]. Product: [CH3:1][CH2:2][CH2:3][CH2:4][CH2:5][CH2:6][CH2:7][CH2:8][CH2:9][CH2:10][CH2:11][CH2:12][CH2:13][CH2:14][CH2:15][CH2:16][CH2:17][C:18]([O:20][CH2:21][CH:22]([O:23][C:24]([CH2:26][CH2:27][CH2:28][CH2:29][CH2:30][CH2:31][CH2:32][CH2:33][CH2:34][CH2:35][CH2:36][CH2:37][CH2:38][CH2:39][CH2:40][CH2:41][CH3:42])=[O:25])[CH2:43][O:44][C:45]([CH2:47][CH2:48][CH2:49][CH2:50][CH2:51][CH2:52][CH2:53][CH2:54][CH2:55][CH2:56][CH2:57][CH2:58][CH2:59][CH2:60][CH2:61][CH2:62][CH3:63])=[O:46])=[O:19]. The catalyst class is: 21. (5) The catalyst class is: 5. Product: [Cl:1][C:2]1[C:3]([O:20][CH3:21])=[C:4]2[N:10]=[C:9]([C:11]3[CH:16]=[CH:15][C:14]([NH2:17])=[CH:13][CH:12]=3)[NH:8][C:5]2=[N:6][CH:7]=1. Reactant: [Cl:1][C:2]1[C:3]([O:20][CH3:21])=[C:4]2[N:10]=[C:9]([C:11]3[CH:16]=[CH:15][C:14]([N+:17]([O-])=O)=[CH:13][CH:12]=3)[NH:8][C:5]2=[N:6][CH:7]=1.